This data is from Merck oncology drug combination screen with 23,052 pairs across 39 cell lines. The task is: Regression. Given two drug SMILES strings and cell line genomic features, predict the synergy score measuring deviation from expected non-interaction effect. Drug 1: O=c1[nH]cc(F)c(=O)[nH]1. Cell line: ZR751. Drug 2: CCN(CC)CCNC(=O)c1c(C)[nH]c(C=C2C(=O)Nc3ccc(F)cc32)c1C. Synergy scores: synergy=6.17.